From a dataset of Forward reaction prediction with 1.9M reactions from USPTO patents (1976-2016). Predict the product of the given reaction. The product is: [OH:2][C:3]1[CH:8]=[CH:7][C:6]([S:9]([C:12]2[CH:17]=[CH:16][C:15]([CH2:18][CH2:19][NH:20][C:21](=[O:26])[C:22]([F:25])([F:23])[F:24])=[CH:14][CH:13]=2)(=[O:11])=[O:10])=[CH:5][C:4]=1[CH2:27][C:28]([O:30][CH3:31])=[O:29]. Given the reactants C[O:2][C:3]1[CH:8]=[CH:7][C:6]([S:9]([C:12]2[CH:17]=[CH:16][C:15]([CH2:18][CH2:19][NH:20][C:21](=[O:26])[C:22]([F:25])([F:24])[F:23])=[CH:14][CH:13]=2)(=[O:11])=[O:10])=[CH:5][C:4]=1[CH2:27][C:28]([O:30][CH3:31])=[O:29].B(Br)(Br)Br, predict the reaction product.